From a dataset of Blood-brain barrier permeability classification from the B3DB database. Regression/Classification. Given a drug SMILES string, predict its absorption, distribution, metabolism, or excretion properties. Task type varies by dataset: regression for continuous measurements (e.g., permeability, clearance, half-life) or binary classification for categorical outcomes (e.g., BBB penetration, CYP inhibition). Dataset: b3db_classification. (1) The molecule is CN(C(=O)Cc1ccc(Cl)c(Cl)c1)[C@H]1CC[C@@]2(CCCO2)C[C@H]1N1CCCC1. The result is 1 (penetrates BBB). (2) The molecule is Cc1cc(=O)c(C(=O)NC(C(=O)NC2C(=O)N3C(C(=O)O)=C(CSc4nnnn4C)CSC23)c2ccc(O)cc2)c[nH]1. The result is 0 (does not penetrate BBB). (3) The drug is CC12C=CC(=O)C=C1C(Cl)=CC1C2C(O)CC2(C)C1CCC2(O)C(=O)CO. The result is 1 (penetrates BBB). (4) The drug is COC(=O)C[C@H](c1cccnc1)c1c(O)c(C(=O)OC)c[nH]c1=O. The result is 1 (penetrates BBB). (5) The drug is CCN1C[C@@H](CCN2CCOCC2)C(c2ccccc2)(c2ccccc2)C1=O. The result is 1 (penetrates BBB). (6) The drug is CNC1C(O)C(OC2C(N)CC(N)C(OC3OC(CN)CCC3N)C2O)OCC1(C)O. The result is 0 (does not penetrate BBB).